This data is from Full USPTO retrosynthesis dataset with 1.9M reactions from patents (1976-2016). The task is: Predict the reactants needed to synthesize the given product. (1) Given the product [CH3:29][C:30]1[C:36]([CH3:37])=[CH:35][CH:34]=[CH:33][C:31]=1[NH:32][C:14](=[O:16])[CH:13]=[N:20][OH:21], predict the reactants needed to synthesize it. The reactants are: N1C2C(=CC=CC=2)C(=O)C1=O.Cl[C:13](Cl)(Cl)[CH:14]([OH:16])O.Cl.[NH2:20][OH:21].S([O-])([O-])(=O)=O.[Na+].[Na+].[CH3:29][C:30]1[C:36]([CH3:37])=[CH:35][CH:34]=[CH:33][C:31]=1[NH2:32].Cl. (2) Given the product [Ag:11].[NH2:1][C@H:2]([C:8]([OH:10])=[O:9])[CH2:3][CH2:4][C:5]([OH:7])=[O:6], predict the reactants needed to synthesize it. The reactants are: [NH2:1][C@H:2]([C:8]([OH:10])=[O:9])[CH2:3][CH2:4][C:5]([OH:7])=[O:6].[Ag:11]. (3) Given the product [O:24]=[S:16]1(=[O:25])[C:17]2[CH:23]=[CH:22][CH:21]=[CH:20][C:18]=2[CH2:19][N:13]([C:4]2[CH:3]=[C:2]([NH:32][CH2:31][C:30]([F:34])([F:33])[C:27]([F:35])([F:26])[CH2:28][NH2:29])[C:11]3[C:6](=[CH:7][CH:8]=[C:9]([CH3:12])[CH:10]=3)[N:5]=2)[CH2:14][CH2:15]1, predict the reactants needed to synthesize it. The reactants are: Cl[C:2]1[C:11]2[C:6](=[CH:7][CH:8]=[C:9]([CH3:12])[CH:10]=2)[N:5]=[C:4]([N:13]2[CH2:19][C:18]3[CH:20]=[CH:21][CH:22]=[CH:23][C:17]=3[S:16](=[O:25])(=[O:24])[CH2:15][CH2:14]2)[CH:3]=1.[F:26][C:27]([F:35])([C:30]([F:34])([F:33])[CH2:31][NH2:32])[CH2:28][NH2:29].